This data is from Full USPTO retrosynthesis dataset with 1.9M reactions from patents (1976-2016). The task is: Predict the reactants needed to synthesize the given product. (1) Given the product [CH3:1][C:2]1[NH:6][C:5]2[CH:7]=[C:8]([C:11]3[CH:12]=[CH:13][C:14]4[O:20][CH2:19][CH2:18][N:17]([C:51]([O:53][C:54]([CH3:55])([CH3:56])[CH3:57])=[O:52])[CH2:16][C:15]=4[CH:27]=3)[CH:9]=[CH:10][C:4]=2[N:3]=1, predict the reactants needed to synthesize it. The reactants are: [CH3:1][C:2]1[NH:6][C:5]2[CH:7]=[C:8]([C:11]3[CH:12]=[CH:13][C:14]4[O:20][CH2:19][CH2:18][N:17](C(OCC=C)=O)[CH2:16][C:15]=4[CH:27]=3)[CH:9]=[CH:10][C:4]=2[N:3]=1.CCN(C(C)C)C(C)C.N1C=CC=CC=1.[C:51](O[C:51]([O:53][C:54]([CH3:57])([CH3:56])[CH3:55])=[O:52])([O:53][C:54]([CH3:57])([CH3:56])[CH3:55])=[O:52].[OH-].[Na+]. (2) Given the product [F:1][C:2]1[CH:3]=[C:4]([CH:31]=[C:32]([F:34])[CH:33]=1)[CH2:5][C@H:6]1[C@@H:10]([C@H:11]2[CH2:16][C@H:14]([OH:15])[CH2:13][N:12]2[CH:17]([C:18]2[CH:23]=[CH:22][CH:21]=[CH:20][CH:19]=2)[C:24]2[CH:29]=[CH:28][CH:27]=[CH:26][CH:25]=2)[O:9][C:8](=[O:30])[NH:7]1, predict the reactants needed to synthesize it. The reactants are: [F:1][C:2]1[CH:3]=[C:4]([CH:31]=[C:32]([F:34])[CH:33]=1)[CH2:5][C@H:6]1[C@@H:10]([C@H:11]2[CH2:16][O:15][CH2:14][CH2:13][N:12]2[CH:17]([C:24]2[CH:29]=[CH:28][CH:27]=[CH:26][CH:25]=2)[C:18]2[CH:23]=[CH:22][CH:21]=[CH:20][CH:19]=2)[O:9][C:8](=[O:30])[NH:7]1.FC1C=C(C=C(F)C=1)C[C@H]1[C@@H](C2COCCN2)OC(=O)N1.C(=O)([O-])[O-].[K+].[K+].BrC(C1C=CC=CC=1)C1C=CC=CC=1. (3) Given the product [NH2:35][C:31]1([C:28]2[CH:29]=[CH:30][C:25]([C:17]3[O:16][C:7]4[C:8]([C:10]5[CH:11]=[N:12][N:13]([CH3:15])[CH:14]=5)=[CH:9][N:4]([CH2:3][CH2:2][F:1])[C:5](=[O:43])[C:6]=4[C:18]=3[C:19]3[CH:20]=[CH:21][CH:22]=[CH:23][CH:24]=3)=[CH:26][CH:27]=2)[CH2:32][CH2:33][CH2:34]1, predict the reactants needed to synthesize it. The reactants are: [F:1][CH2:2][CH2:3][N:4]1[CH:9]=[C:8]([C:10]2[CH:11]=[N:12][N:13]([CH3:15])[CH:14]=2)[C:7]2[O:16][C:17]([C:25]3[CH:30]=[CH:29][C:28]([C:31]4([NH:35]C(=O)OC(C)(C)C)[CH2:34][CH2:33][CH2:32]4)=[CH:27][CH:26]=3)=[C:18]([C:19]3[CH:24]=[CH:23][CH:22]=[CH:21][CH:20]=3)[C:6]=2[C:5]1=[O:43]. (4) Given the product [Cl:1][C:2]1[CH:3]=[C:4]([N:9]2[C:13]([C:14]3[CH:15]=[N:16][CH:17]=[C:18]([Cl:20])[CH:19]=3)=[CH:12][C:11]([C:21]([N:46]3[CH2:44][CH2:47][NH:48][C:49](=[O:51])[CH2:50]3)=[O:22])=[N:10]2)[CH:5]=[CH:6][C:7]=1[F:8], predict the reactants needed to synthesize it. The reactants are: [Cl:1][C:2]1[CH:3]=[C:4]([N:9]2[C:13]([C:14]3[CH:15]=[N:16][CH:17]=[C:18]([Cl:20])[CH:19]=3)=[CH:12][C:11]([C:21](O)=[O:22])=[N:10]2)[CH:5]=[CH:6][C:7]=1[F:8].ClC1C=C(N2C(C3C=NC=C(F)C=3)=CC([C:44]([N:46]3[CH2:50][C:49](=[O:51])[NH:48][CH2:47]3)=O)=N2)C=CC=1F.O=C1CNCCN1. (5) Given the product [CH:24]1([N:23]([CH2:22][CH:21]([O:30][CH3:31])[O:20][CH3:19])[C:46](=[O:47])[CH2:45][CH2:44][O:43][CH2:42][CH2:41][C:40]2[CH:49]=[CH:50][CH:51]=[C:38]([C:37]3[N:33]([CH3:32])[N:34]=[N:35][N:36]=3)[CH:39]=2)[CH2:29][CH2:28][CH2:27][CH2:26][CH2:25]1, predict the reactants needed to synthesize it. The reactants are: C(P1(=O)OP(CCC)(=O)OP(CCC)(=O)O1)CC.[CH3:19][O:20][CH:21]([O:30][CH3:31])[CH2:22][NH:23][CH:24]1[CH2:29][CH2:28][CH2:27][CH2:26][CH2:25]1.[CH3:32][N:33]1[C:37]([C:38]2[CH:39]=[C:40]([CH:49]=[CH:50][CH:51]=2)[CH2:41][CH2:42][O:43][CH2:44][CH2:45][C:46](O)=[O:47])=[N:36][N:35]=[N:34]1.C(N(CC)CC)C. (6) Given the product [C:15]([CH2:14][N:13]([S:10]([C:6]1[CH:7]=[CH:8][CH:9]=[C:4]([N+:1]([O-:3])=[O:2])[CH:5]=1)(=[O:12])=[O:11])[CH2:19][C:20]([NH2:22])=[O:21])(=[O:16])[NH2:17], predict the reactants needed to synthesize it. The reactants are: [N+:1]([C:4]1[CH:5]=[C:6]([S:10]([NH:13][CH2:14][C:15]([NH2:17])=[O:16])(=[O:12])=[O:11])[CH:7]=[CH:8][CH:9]=1)([O-:3])=[O:2].Cl[CH2:19][C:20]([NH2:22])=[O:21]. (7) Given the product [C:10]1([C@@H:16]([CH3:19])[CH2:17][NH2:18])[CH:15]=[CH:14][CH:13]=[CH:12][CH:11]=1, predict the reactants needed to synthesize it. The reactants are: C(O)(=O)C(CC(O)=O)O.[C:10]1([C@@H:16]([CH3:19])[CH2:17][NH2:18])[CH:15]=[CH:14][CH:13]=[CH:12][CH:11]=1.[OH-].[Na+]. (8) Given the product [CH3:34][Si:35]([CH3:37])([CH3:36])[CH2:38][CH2:39][O:40][CH2:41][N:24]1[CH:20]=[C:21]([C:25]2[CH:30]=[CH:29][CH:28]=[CH:27][N:26]=2)[N:22]=[CH:23]1, predict the reactants needed to synthesize it. The reactants are: C1C2C(=CC=CC=2)C=CC=1.C1(C)C=CC(S([C:20]2[NH:24][CH:23]=[N:22][C:21]=2[C:25]2[CH:30]=[CH:29][CH:28]=[CH:27][N:26]=2)(=O)=O)=CC=1.[H-].[Na+].[CH3:34][Si:35]([CH2:38][CH2:39][O:40][CH2:41]Cl)([CH3:37])[CH3:36]. (9) Given the product [NH2:22][C:3]1[C:15]([C:16]#[N:17])=[CH:14][NH:1][C:2]=1[C:7]([O:9][CH3:10])=[O:8], predict the reactants needed to synthesize it. The reactants are: [NH2:1][CH:2]([C:7]([O:9][CH3:10])=[O:8])[C:3](OC)=O.C(O[CH:14]=[C:15](C#N)[C:16]#[N:17])C.C([N:22](CC)CC)C.C[O-].[Na+].CO. (10) The reactants are: [Cl:1][CH2:2][CH2:3][CH2:4][CH2:5][N:6]1[C:14]([O:15][CH3:16])=[N:13][C:12]2[C:7]1=[N:8][C:9]([O:18][C@@H:19]([CH3:22])[CH2:20][CH3:21])=[N:10][C:11]=2[NH2:17].F[C:24](F)(F)[C:25](O)=O.C1(OC2NC(N)=C3C(N=2)=NC(OC)=N3)CCCCC1.BrCCCCCl. Given the product [Cl:1][CH2:2][CH2:3][CH2:4][CH2:5][N:6]1[C:14]([O:15][CH3:16])=[N:13][C:12]2[C:7]1=[N:8][C:9]([O:18][CH:19]1[CH2:22][CH2:25][CH2:24][CH2:21][CH2:20]1)=[N:10][C:11]=2[NH2:17], predict the reactants needed to synthesize it.